From a dataset of Full USPTO retrosynthesis dataset with 1.9M reactions from patents (1976-2016). Predict the reactants needed to synthesize the given product. Given the product [CH:39]1([N:19]2[CH2:20][C@@H:21]([NH:32][C:33](=[O:38])[C:34]([F:35])([F:36])[F:37])[C:22](=[O:23])[N:12]([CH2:45][C:46](=[O:51])[C:47]([CH3:50])([CH3:48])[CH3:49])[C:13]3[CH:18]=[CH:17][CH:16]=[CH:15][C:14]2=3)[CH2:40][CH2:41][CH2:42][CH2:43][CH2:44]1, predict the reactants needed to synthesize it. The reactants are: C(OC([N:12]([CH2:45][C:46](=[O:51])[C:47]([CH3:50])([CH3:49])[CH3:48])[C:13]1[CH:18]=[CH:17][CH:16]=[CH:15][C:14]=1[N:19]([CH:39]1[CH2:44][CH2:43][CH2:42][CH2:41][CH2:40]1)[CH2:20][C@@H:21]([NH:32][C:33](=[O:38])[C:34]([F:37])([F:36])[F:35])[C:22](OCC1C=CC=CC=1)=[O:23])=O)(=O)C1C=CC=CC=1.C1(N(C2C=CC=CC=2NCC(=O)C(C)(C)C)C[C@@H](NC(=O)C(F)(F)F)C(O)=O)CCCCC1.